From a dataset of Reaction yield outcomes from USPTO patents with 853,638 reactions. Predict the reaction yield, written as a fraction of the theoretical maximum amount of product (1.0 means a 100% yield; for example, 0.34 means a 34% yield). (1) The reactants are [H-].[Na+].[F:3][C:4]1[CH:9]=[C:8]([I:10])[CH:7]=[CH:6][C:5]=1[NH:11][C:12]1[C:21]2[C:20](=[O:22])[NH:19][CH:18]=[N:17][C:16]=2[N:15]([CH3:23])[C:14](=[O:24])[C:13]=1[CH3:25].Cl[CH2:27][C@H:28]1[CH2:32][O:31]C(C)(C)[O:29]1. The catalyst is CN(C=O)C. The product is [OH:29][C@H:28]([CH2:32][OH:31])[CH2:27][N:19]1[C:20](=[O:22])[C:21]2[C:12]([NH:11][C:5]3[CH:6]=[CH:7][C:8]([I:10])=[CH:9][C:4]=3[F:3])=[C:13]([CH3:25])[C:14](=[O:24])[N:15]([CH3:23])[C:16]=2[N:17]=[CH:18]1. The yield is 0.250. (2) The reactants are [N+:1]([C:4]1[CH:12]=[C:8]([C:9]([OH:11])=O)[C:7]([OH:13])=[CH:6][CH:5]=1)([O-:3])=[O:2].[F:14][C:15]1[CH:21]=[C:20]([F:22])[CH:19]=[CH:18][C:16]=1[NH2:17].P(Cl)(Cl)Cl. The catalyst is ClC1C=CC=CC=1. The product is [F:14][C:15]1[CH:21]=[C:20]([F:22])[CH:19]=[CH:18][C:16]=1[NH:17][C:9]([C:8]1[CH:12]=[C:4]([N+:1]([O-:3])=[O:2])[CH:5]=[CH:6][C:7]=1[OH:13])=[O:11]. The yield is 0.350. (3) The reactants are F[P-](F)(F)(F)(F)F.N1(OC(N(C)C)=[N+](C)C)[C:12]2[N:13]=[CH:14][CH:15]=[CH:16][C:11]=2[N:10]=N1.[C:25]([O:29][C:30]([NH:32][C:33]1([C:48](O)=[O:49])[CH2:38][CH2:37][N:36]([C:39]2[C:40]3[CH:47]=[CH:46][NH:45][C:41]=3[N:42]=[CH:43][N:44]=2)[CH2:35][CH2:34]1)=[O:31])([CH3:28])([CH3:27])[CH3:26].NC(C1C=C[C:58]([Cl:61])=[CH:57][CH:56]=1)C#N.C(N(C(C)C)C(C)C)C. The catalyst is CC(N(C)C)=O. The product is [Cl:61][C:58]1[CH:16]=[CH:15][C:14]([N:13]([CH2:12][C:11]#[N:10])[C:48]([C:33]2([NH:32][C:30](=[O:31])[O:29][C:25]([CH3:27])([CH3:28])[CH3:26])[CH2:34][CH2:35][N:36]([C:39]3[C:40]4[CH:47]=[CH:46][NH:45][C:41]=4[N:42]=[CH:43][N:44]=3)[CH2:37][CH2:38]2)=[O:49])=[CH:56][CH:57]=1. The yield is 0.673. (4) The reactants are [CH:1](OC)(OC)[O:2]C.[CH3:8][O:9][C:10]1[CH:16]=[C:15]([OH:17])[CH:14]=[CH:13][C:11]=1[OH:12].[Cl-].[Al+3].[Cl-].[Cl-].Cl. The catalyst is CCOCC. The product is [OH:17][C:15]1[CH:16]=[C:10]([O:9][CH3:8])[C:11]([OH:12])=[CH:13][C:14]=1[CH:1]=[O:2]. The yield is 0.245. (5) The reactants are C([O-])(=O)C.[Na+].[Cl:6][C:7]1[CH:8]=[CH:9][C:10]([O:13][CH2:14][CH3:15])=[N:11][CH:12]=1.[Br:16]Br. The catalyst is C(O)(=O)C. The product is [Br:16][C:9]1[C:10]([O:13][CH2:14][CH3:15])=[N:11][CH:12]=[C:7]([Cl:6])[CH:8]=1. The yield is 0.820. (6) The reactants are C(Cl)(=O)C(Cl)=O.CS(C)=O.[OH:11][CH2:12][C:13]1([CH2:18][NH:19][C:20](=[O:26])[O:21][C:22]([CH3:25])([CH3:24])[CH3:23])[CH2:17][CH2:16][CH2:15][CH2:14]1.O. The catalyst is C(Cl)Cl. The product is [CH:12]([C:13]1([CH2:18][NH:19][C:20](=[O:26])[O:21][C:22]([CH3:24])([CH3:23])[CH3:25])[CH2:17][CH2:16][CH2:15][CH2:14]1)=[O:11]. The yield is 0.940.